This data is from Catalyst prediction with 721,799 reactions and 888 catalyst types from USPTO. The task is: Predict which catalyst facilitates the given reaction. Reactant: C([NH:9][C:10]([NH:12][C:13]1[CH:18]=[C:17]([O:19][C:20]2[C:21]([CH3:26])=[N:22][CH:23]=[CH:24][CH:25]=2)[C:16]([Br:27])=[CH:15][N:14]=1)=[S:11])(=O)C1C=CC=CC=1.C(=O)([O-])[O-].[K+].[K+]. Product: [Br:27][C:16]1[C:17]([O:19][C:20]2[C:21]([CH3:26])=[N:22][CH:23]=[CH:24][CH:25]=2)=[CH:18][C:13]([NH:12][C:10]([NH2:9])=[S:11])=[N:14][CH:15]=1. The catalyst class is: 8.